From a dataset of Full USPTO retrosynthesis dataset with 1.9M reactions from patents (1976-2016). Predict the reactants needed to synthesize the given product. (1) Given the product [ClH:39].[ClH:39].[ClH:39].[CH3:19][C:18]1[C:13]([C:11]2[S:10][C:9]3[CH:31]=[C:5]([C:3]([OH:4])=[O:2])[CH:6]=[CH:7][C:8]=3[CH:12]=2)=[N:14][C:15]([NH:20][CH2:21][CH2:22][CH2:23][N:24]2[CH2:25][CH2:26][N:27]([CH3:30])[CH2:28][CH2:29]2)=[N:16][CH:17]=1, predict the reactants needed to synthesize it. The reactants are: C[O:2][C:3]([C:5]1[CH:6]=[CH:7][C:8]2[CH:12]=[C:11]([C:13]3[C:18]([CH3:19])=[CH:17][N:16]=[C:15]([NH:20][CH2:21][CH2:22][CH2:23][N:24]4[CH2:29][CH2:28][N:27]([CH3:30])[CH2:26][CH2:25]4)[N:14]=3)[S:10][C:9]=2[CH:31]=1)=[O:4].C1COCC1.[OH-].[Li+].[ClH:39]. (2) Given the product [Si:1]([O:18][CH2:19][CH2:20][CH2:21][C:22]1[CH:33]=[CH:32][C:25]([O:26][CH2:27][C:28]([OH:30])=[O:29])=[CH:24][CH:23]=1)([C:14]([CH3:15])([CH3:16])[CH3:17])([C:8]1[CH:13]=[CH:12][CH:11]=[CH:10][CH:9]=1)[C:2]1[CH:7]=[CH:6][CH:5]=[CH:4][CH:3]=1, predict the reactants needed to synthesize it. The reactants are: [Si:1]([O:18][CH2:19][CH2:20][CH2:21][C:22]1[CH:33]=[CH:32][C:25]([O:26][CH2:27][C:28]([O:30]C)=[O:29])=[CH:24][CH:23]=1)([C:14]([CH3:17])([CH3:16])[CH3:15])([C:8]1[CH:13]=[CH:12][CH:11]=[CH:10][CH:9]=1)[C:2]1[CH:7]=[CH:6][CH:5]=[CH:4][CH:3]=1.[OH-].[K+]. (3) Given the product [F:13][C:14]1[C:19]([I:24])=[CH:18][CH:17]=[C:16]([C:20]([F:21])([F:22])[F:23])[N:15]=1, predict the reactants needed to synthesize it. The reactants are: C(NC(C)C)(C)C.[Li]CCCC.[F:13][C:14]1[CH:19]=[CH:18][CH:17]=[C:16]([C:20]([F:23])([F:22])[F:21])[N:15]=1.[I:24]I. (4) Given the product [NH2:18][C@@H:19]([C@H:28]([C:30]1[CH:35]=[CH:34][C:33]([C:2]2[CH:3]=[CH:4][C:5]3[N:6]([CH:8]=[N:9][N:10]=3)[CH:7]=2)=[CH:32][CH:31]=1)[CH3:29])[C:20]([N:22]1[CH2:26][CH2:25][C@H:24]([F:27])[CH2:23]1)=[O:21], predict the reactants needed to synthesize it. The reactants are: I[C:2]1[CH:3]=[CH:4][C:5]2[N:6]([CH:8]=[N:9][N:10]=2)[CH:7]=1.C(OC([NH:18][C@@H:19]([C@H:28]([C:30]1[CH:35]=[CH:34][C:33](B2OC(C)(C)C(C)(C)O2)=[CH:32][CH:31]=1)[CH3:29])[C:20]([N:22]1[CH2:26][CH2:25][C@H:24]([F:27])[CH2:23]1)=[O:21])=O)(C)(C)C.P([O-])([O-])([O-])=O.[K+].[K+].[K+]. (5) Given the product [CH3:24][CH:23]1[C:18]2[CH:17]=[CH:16][CH:15]=[C:14]([CH3:13])[C:19]=2[CH2:20][CH2:21][CH2:22]1, predict the reactants needed to synthesize it. The reactants are: CC1C=CC2C(=CC=CC=2)C=1C.[CH3:13][C:14]1[C:19]2[CH:20]=[CH:21][CH:22]=[C:23]([CH3:24])[C:18]=2[CH:17]=[CH:16][CH:15]=1.